The task is: Regression. Given two drug SMILES strings and cell line genomic features, predict the synergy score measuring deviation from expected non-interaction effect.. This data is from NCI-60 drug combinations with 297,098 pairs across 59 cell lines. (1) Drug 1: CN1C(=O)N2C=NC(=C2N=N1)C(=O)N. Drug 2: CC1=C(C(=CC=C1)Cl)NC(=O)C2=CN=C(S2)NC3=CC(=NC(=N3)C)N4CCN(CC4)CCO. Cell line: SK-OV-3. Synergy scores: CSS=42.6, Synergy_ZIP=1.67, Synergy_Bliss=1.38, Synergy_Loewe=-27.5, Synergy_HSA=-1.54. (2) Drug 1: C#CCC(CC1=CN=C2C(=N1)C(=NC(=N2)N)N)C3=CC=C(C=C3)C(=O)NC(CCC(=O)O)C(=O)O. Drug 2: CC1C(C(CC(O1)OC2CC(CC3=C2C(=C4C(=C3O)C(=O)C5=C(C4=O)C(=CC=C5)OC)O)(C(=O)CO)O)N)O.Cl. Cell line: SK-MEL-28. Synergy scores: CSS=26.9, Synergy_ZIP=-6.16, Synergy_Bliss=-4.70, Synergy_Loewe=-4.54, Synergy_HSA=-4.12. (3) Drug 2: C(CCl)NC(=O)N(CCCl)N=O. Synergy scores: CSS=-3.99, Synergy_ZIP=-1.63, Synergy_Bliss=-7.04, Synergy_Loewe=-9.47, Synergy_HSA=-7.57. Drug 1: C1=NC2=C(N=C(N=C2N1C3C(C(C(O3)CO)O)O)F)N. Cell line: HT29. (4) Drug 1: C1CN1C2=NC(=NC(=N2)N3CC3)N4CC4. Drug 2: CN(C)N=NC1=C(NC=N1)C(=O)N. Cell line: ACHN. Synergy scores: CSS=46.7, Synergy_ZIP=-6.49, Synergy_Bliss=-3.82, Synergy_Loewe=-24.8, Synergy_HSA=0.378. (5) Drug 1: C1CN1C2=NC(=NC(=N2)N3CC3)N4CC4. Drug 2: CC1=C(C(=O)C2=C(C1=O)N3CC4C(C3(C2COC(=O)N)OC)N4)N. Cell line: IGROV1. Synergy scores: CSS=22.4, Synergy_ZIP=-10.6, Synergy_Bliss=-3.28, Synergy_Loewe=0.547, Synergy_HSA=1.25. (6) Drug 1: C1=CC(=CC=C1CCCC(=O)O)N(CCCl)CCCl. Drug 2: CS(=O)(=O)CCNCC1=CC=C(O1)C2=CC3=C(C=C2)N=CN=C3NC4=CC(=C(C=C4)OCC5=CC(=CC=C5)F)Cl. Cell line: MCF7. Synergy scores: CSS=30.8, Synergy_ZIP=3.52, Synergy_Bliss=3.35, Synergy_Loewe=1.77, Synergy_HSA=2.28.